Dataset: Catalyst prediction with 721,799 reactions and 888 catalyst types from USPTO. Task: Predict which catalyst facilitates the given reaction. (1) Reactant: [CH3:1][C:2]1[N:3]([CH:13]([CH2:19]C=C)[C:14]([O:16]CC)=O)[C:4](C=C)=[C:5]([C:7]([F:10])([F:9])[F:8])[N:6]=1.[Cl:22][C:23]1[CH:28]=[CH:27][C:26]([N:29]2[C:33]([CH:34]([CH3:36])[CH3:35])=[C:32]([NH2:37])[CH:31]=[N:30]2)=[CH:25][CH:24]=1.CCN(CC)CC.CN(C(ON1N=NC2C=CC=NC1=2)=[N+](C)C)C.F[P-](F)(F)(F)(F)F. Product: [Cl:22][C:23]1[CH:24]=[CH:25][C:26]([N:29]2[C:33]([CH:34]([CH3:35])[CH3:36])=[C:32]([NH:37][C:14](=[O:16])[C@@H:13]([N:3]3[CH:4]=[C:5]([C:7]([F:8])([F:9])[F:10])[N:6]=[C:2]3[CH3:1])[CH3:19])[CH:31]=[N:30]2)=[CH:27][CH:28]=1. The catalyst class is: 3. (2) Reactant: C[NH:2][C:3]([C:5]1[CH:10]=[C:9]([O:11][C:12]2[CH:17]=[CH:16][C:15]([NH2:18])=[CH:14][CH:13]=2)[CH:8]=[CH:7][N:6]=1)=[O:4].ClC1C=C[N:23]=[C:22](C(O)=O)C=1. Product: [O:4]1[CH:22]=[N:23][N:2]=[C:3]1[C:5]1[CH:10]=[C:9]([O:11][C:12]2[CH:17]=[CH:16][C:15]([NH2:18])=[CH:14][CH:13]=2)[CH:8]=[CH:7][N:6]=1. The catalyst class is: 25. (3) Reactant: [C:1]([O:5][C:6]([NH:8][C@H:9]([C:22](=[O:57])[NH:23][CH2:24][CH2:25][CH2:26][CH2:27][C@H:28]([NH:49][C:50]([O:52][C:53]([CH3:56])([CH3:55])[CH3:54])=[O:51])[C:29](=[O:48])[NH:30][CH2:31][CH2:32][CH2:33][CH2:34][C@H:35]([NH:40][C:41]([O:43][C:44]([CH3:47])([CH3:46])[CH3:45])=[O:42])[C:36]([O:38]C)=[O:37])[CH2:10][CH2:11][CH2:12][CH2:13][NH:14][C:15](=[O:21])[O:16][C:17]([CH3:20])([CH3:19])[CH3:18])=[O:7])([CH3:4])([CH3:3])[CH3:2].[OH-].[Na+]. Product: [C:1]([O:5][C:6]([NH:8][C@H:9]([C:22](=[O:57])[NH:23][CH2:24][CH2:25][CH2:26][CH2:27][C@H:28]([NH:49][C:50]([O:52][C:53]([CH3:56])([CH3:55])[CH3:54])=[O:51])[C:29](=[O:48])[NH:30][CH2:31][CH2:32][CH2:33][CH2:34][C@H:35]([NH:40][C:41]([O:43][C:44]([CH3:46])([CH3:45])[CH3:47])=[O:42])[C:36]([OH:38])=[O:37])[CH2:10][CH2:11][CH2:12][CH2:13][NH:14][C:15](=[O:21])[O:16][C:17]([CH3:18])([CH3:19])[CH3:20])=[O:7])([CH3:2])([CH3:3])[CH3:4]. The catalyst class is: 200.